The task is: Predict the reactants needed to synthesize the given product.. This data is from Full USPTO retrosynthesis dataset with 1.9M reactions from patents (1976-2016). (1) Given the product [CH:22]1([NH:28][C:16](=[O:18])[C:15]2[CH:19]=[CH:20][CH:21]=[C:13]([C:7]3[CH:8]=[CH:9][CH:10]=[CH:11][CH:12]=3)[CH:14]=2)[CH2:27][CH2:26][CH2:25][CH2:24][CH2:23]1, predict the reactants needed to synthesize it. The reactants are: C(Cl)(=O)C(Cl)=O.[C:7]1([C:13]2[CH:14]=[C:15]([CH:19]=[CH:20][CH:21]=2)[C:16]([OH:18])=O)[CH:12]=[CH:11][CH:10]=[CH:9][CH:8]=1.[CH:22]1([NH2:28])[CH2:27][CH2:26][CH2:25][CH2:24][CH2:23]1. (2) Given the product [CH:1]1([N:4]2[C:13]3[C:8](=[C:9]([N+:18]([O-:20])=[O:19])[C:10]([F:17])=[C:11]([F:16])[C:12]=3[O:14][CH3:15])[C:7](=[O:21])[CH:6]([C:22]([O:24][CH2:25][CH3:26])=[O:23])[CH:5]2[C:8]2[CH:13]=[CH:12][CH:11]=[CH:10][CH:9]=2)[CH2:2][CH2:3]1, predict the reactants needed to synthesize it. The reactants are: [CH:1]1([N:4]2[C:13]3[C:8](=[C:9]([N+:18]([O-:20])=[O:19])[C:10]([F:17])=[C:11]([F:16])[C:12]=3[O:14][CH3:15])[C:7](=[O:21])[C:6]([C:22]([O:24][CH2:25][CH3:26])=[O:23])=[CH:5]2)[CH2:3][CH2:2]1.Cl. (3) Given the product [OH:1][C:2]1[CH:10]=[C:9]2[C:5]([C:6]([C:11]([O:13][CH2:18][CH3:19])=[O:12])=[N:7][NH:8]2)=[CH:4][CH:3]=1, predict the reactants needed to synthesize it. The reactants are: [OH:1][C:2]1[CH:10]=[C:9]2[C:5]([C:6]([C:11]([OH:13])=[O:12])=[N:7][NH:8]2)=[CH:4][CH:3]=1.S(Cl)(Cl)=O.[CH2:18](O)[CH3:19]. (4) Given the product [NH2:1][C:2]1[CH:7]=[C:6]([CH:15]=[CH2:16])[N:5]=[C:4]([C:9]([O:11][CH3:12])=[O:10])[C:3]=1[O:13][CH3:14], predict the reactants needed to synthesize it. The reactants are: [NH2:1][C:2]1[CH:7]=[C:6](Br)[N:5]=[C:4]([C:9]([O:11][CH3:12])=[O:10])[C:3]=1[O:13][CH3:14].[CH2:15]([Sn](CCCC)(CCCC)C=C)[CH2:16]CC. (5) The reactants are: [Br:1][C:2]1[S:3][C:4]([CH:7]=[O:8])=[CH:5][N:6]=1.[CH2:9]([Mg]Br)[CH3:10].[Cl-].[NH4+]. Given the product [Br:1][C:2]1[S:3][C:4]([CH:7]([OH:8])[CH2:9][CH3:10])=[CH:5][N:6]=1, predict the reactants needed to synthesize it.